Task: Predict the product of the given reaction.. Dataset: Forward reaction prediction with 1.9M reactions from USPTO patents (1976-2016) (1) Given the reactants [OH:1][CH2:2][CH:3]1[CH2:8][CH2:7][N:6]([C:9]([O:11][C:12]([CH3:15])([CH3:14])[CH3:13])=[O:10])[CH2:5][CH2:4]1.[H-].[Na+].[Cl:18][C:19]1[N:20]=[N:21][C:22](Cl)=[CH:23][CH:24]=1.O, predict the reaction product. The product is: [Cl:18][C:19]1[N:20]=[N:21][C:22]([O:1][CH2:2][CH:3]2[CH2:8][CH2:7][N:6]([C:9]([O:11][C:12]([CH3:15])([CH3:14])[CH3:13])=[O:10])[CH2:5][CH2:4]2)=[CH:23][CH:24]=1. (2) Given the reactants [C:1]([C:5]1[CH:10]=[CH:9][C:8]([NH:11][C:12](=[O:23])[C:13]2[CH:18]=[CH:17][C:16]([C:19]([NH2:22])=[N:20][OH:21])=[CH:15][CH:14]=2)=[CH:7][CH:6]=1)([CH3:4])([CH3:3])[CH3:2].Cl[C:25](OCC)=[O:26].O.Cl, predict the reaction product. The product is: [C:1]([C:5]1[CH:6]=[CH:7][C:8]([NH:11][C:12](=[O:23])[C:13]2[CH:18]=[CH:17][C:16]([CH:19]3[NH:22][C:25](=[O:26])[O:21][NH:20]3)=[CH:15][CH:14]=2)=[CH:9][CH:10]=1)([CH3:4])([CH3:2])[CH3:3]. (3) Given the reactants [CH:1]1[C:6]([OH:7])=[CH:5][CH:4]=[C:3]([CH3:8])[CH:2]=1.[CH:9](O)([OH:14])[C:10]([F:13])([F:12])[F:11], predict the reaction product. The product is: [F:11][C:10]([F:13])([F:12])[CH:9]([C:1]1[CH:2]=[C:3]([CH3:8])[CH:4]=[CH:5][C:6]=1[OH:7])[OH:14]. (4) Given the reactants [Cl:1][C:2]1[CH:3]=[C:4]([O:10][C:11]2[C:12]([F:24])=[C:13]([CH2:20]C(O)=O)[CH:14]=[CH:15][C:16]=2[N+:17]([O-:19])=[O:18])[CH:5]=[C:6]([C:8]#[N:9])[CH:7]=1, predict the reaction product. The product is: [Cl:1][C:2]1[CH:7]=[C:6]([CH:5]=[C:4]([O:10][C:11]2[C:16]([N+:17]([O-:19])=[O:18])=[CH:15][CH:14]=[C:13]([CH3:20])[C:12]=2[F:24])[CH:3]=1)[C:8]#[N:9]. (5) Given the reactants C(OC([NH:8][CH2:9][C:10]1[CH:11]=[C:12]([C:16]2[CH:21]=[C:20]([C:22]3[S:23][CH2:24][C:25](=[O:27])[N:26]=3)[CH:19]=[C:18]([O:28][C:29]3[N:34]=[C:33]([O:35][C@H:36]([CH2:44][CH3:45])[C:37]([O:39]C(C)(C)C)=[O:38])[C:32]([F:46])=[CH:31][C:30]=3[F:47])[CH:17]=2)[CH:13]=[CH:14][CH:15]=1)=O)(C)(C)C.C(O)(C(F)(F)F)=O.C(Cl)[Cl:56], predict the reaction product. The product is: [ClH:56].[NH2:8][CH2:9][C:10]1[CH:11]=[C:12]([C:16]2[CH:21]=[C:20]([C:22]3[S:23][CH2:24][C:25](=[O:27])[N:26]=3)[CH:19]=[C:18]([O:28][C:29]3[N:34]=[C:33]([O:35][C@H:36]([CH2:44][CH3:45])[C:37]([OH:39])=[O:38])[C:32]([F:46])=[CH:31][C:30]=3[F:47])[CH:17]=2)[CH:13]=[CH:14][CH:15]=1. (6) The product is: [C:1]([C:3]1[CH:4]=[C:5]([NH:10][C:11]([C:13]2[CH:14]=[C:15]([S:19](=[O:21])(=[O:20])[NH:30][C:25]3([C:24]([F:32])([F:31])[F:23])[CH2:29][CH2:28][O:27][CH2:26]3)[S:16][C:17]=2[CH3:18])=[O:12])[CH:6]=[CH:7][C:8]=1[F:9])#[N:2]. Given the reactants [C:1]([C:3]1[CH:4]=[C:5]([NH:10][C:11]([C:13]2[CH:14]=[C:15]([S:19](Cl)(=[O:21])=[O:20])[S:16][C:17]=2[CH3:18])=[O:12])[CH:6]=[CH:7][C:8]=1[F:9])#[N:2].[F:23][C:24]([F:32])([F:31])[C:25]1([NH2:30])[CH2:29][CH2:28][O:27][CH2:26]1, predict the reaction product. (7) The product is: [C:17]1([CH3:22])[CH:18]=[CH:19][CH:20]=[CH:21][C:16]=1[C:2]#[C:1][C:3]1[CH:8]=[CH:7][C:6]([CH2:9][CH2:10][C:11]([O:13][CH3:14])=[O:12])=[CH:5][CH:4]=1. Given the reactants [C:1]([C:3]1[CH:8]=[CH:7][C:6]([CH2:9][CH2:10][C:11]([O:13][CH3:14])=[O:12])=[CH:5][CH:4]=1)#[CH:2].I[C:16]1[CH:21]=[CH:20][CH:19]=[CH:18][C:17]=1[CH3:22], predict the reaction product. (8) Given the reactants [NH2:1][C:2]1[CH:10]=[CH:9][C:5]([C:6]([OH:8])=[O:7])=[C:4]([Cl:11])[CH:3]=1.[CH:12]([S:14]([CH:17]=[CH2:18])(=[O:16])=[O:15])=[CH2:13].C(=O)([O-])[O-].[Na+].[Na+].Cl, predict the reaction product. The product is: [Cl:11][C:4]1[CH:3]=[C:2]([N:1]2[CH2:18][CH2:17][S:14](=[O:16])(=[O:15])[CH2:12][CH2:13]2)[CH:10]=[CH:9][C:5]=1[C:6]([OH:8])=[O:7].